Dataset: Reaction yield outcomes from USPTO patents with 853,638 reactions. Task: Predict the reaction yield, written as a fraction of the theoretical maximum amount of product (1.0 means a 100% yield; for example, 0.34 means a 34% yield). (1) The reactants are [Cl:1][C:2]1[CH:8]=[CH:7][C:6]([N+:9]([O-:11])=[O:10])=[CH:5][C:3]=1[NH2:4].N1C=CC=CC=1.[Cl:18][CH2:19][C:20](Cl)=[O:21]. The catalyst is C(Cl)Cl. The product is [Cl:18][CH2:19][C:20]([NH:4][C:3]1[CH:5]=[C:6]([N+:9]([O-:11])=[O:10])[CH:7]=[CH:8][C:2]=1[Cl:1])=[O:21]. The yield is 1.00. (2) The reactants are [Cl:1][C:2]1[C:11]([N+:12]([O-])=O)=[CH:10][CH:9]=[CH:8][C:3]=1[C:4]([O:6][CH3:7])=[O:5]. The catalyst is CO.[Ni]. The product is [NH2:12][C:11]1[C:2]([Cl:1])=[C:3]([CH:8]=[CH:9][CH:10]=1)[C:4]([O:6][CH3:7])=[O:5]. The yield is 0.835.